This data is from Full USPTO retrosynthesis dataset with 1.9M reactions from patents (1976-2016). The task is: Predict the reactants needed to synthesize the given product. (1) Given the product [C:1]([O:6][C:7]12[CH2:14][CH:13]3[CH2:12][CH:11]([CH2:10][C:9]([O:17][C:23](=[O:24])[CH2:22][C:21]([CH3:26])=[O:20])([CH2:15]3)[CH2:8]1)[CH2:16]2)(=[O:5])[C:2]([CH3:4])=[CH2:3], predict the reactants needed to synthesize it. The reactants are: [C:1]([O:6][C:7]12[CH2:16][CH:11]3[CH2:12][CH:13]([CH2:15][C:9]([OH:17])([CH2:10]3)[CH2:8]1)[CH2:14]2)(=[O:5])[C:2]([CH3:4])=[CH2:3].CC1(C)[O:24][C:23](=O)[CH:22]=[C:21]([CH3:26])[O:20]1.C. (2) Given the product [C:1]([C:4]1[CH:5]=[C:6]2[C:11](=[O:12])[N:15]([C:16]3[CH:24]=[CH:23][C:19]([C:20]([OH:22])=[O:21])=[CH:18][CH:17]=3)[C:8](=[O:10])[C:7]2=[CH:13][CH:14]=1)([OH:3])=[O:2], predict the reactants needed to synthesize it. The reactants are: [C:1]([C:4]1[CH:5]=[C:6]2[C:11](=[O:12])[O:10][C:8](=O)[C:7]2=[CH:13][CH:14]=1)([OH:3])=[O:2].[NH2:15][C:16]1[CH:24]=[CH:23][C:19]([C:20]([OH:22])=[O:21])=[CH:18][CH:17]=1. (3) Given the product [CH3:2][C:1]([C:5]1[CH:12]=[CH:11][C:8]2[CH:9]=[C:17]([C:18]([O:20][CH2:21][CH3:22])=[O:19])[CH:16]([C:15]([F:14])([F:27])[C:23]([F:25])([F:24])[F:26])[O:13][C:7]=2[CH:6]=1)([CH3:4])[CH3:3], predict the reactants needed to synthesize it. The reactants are: [C:1]([C:5]1[CH:6]=[C:7]([OH:13])[C:8](=[CH:11][CH:12]=1)[CH:9]=O)([CH3:4])([CH3:3])[CH3:2].[F:14][C:15]([F:27])([C:23]([F:26])([F:25])[F:24])[CH:16]=[CH:17][C:18]([O:20][CH2:21][CH3:22])=[O:19].C([O-])([O-])=O.[K+].[K+].Cl. (4) Given the product [F:49][C:33]1[C:34]([N:39]2[CH2:40][CH2:41][N:42]([CH2:45][C@@H:46]([OH:48])[CH3:47])[CH2:43][CH2:44]2)=[CH:35][C:36]([O:37][CH3:38])=[C:31]([NH:30][C:18]2[N:17]=[CH:16][C:15]3=[CH:14][CH:13]=[C:12]([C:7]4[CH:8]=[CH:9][CH:10]=[CH:11][C:6]=4[N:5]([CH3:29])[S:2]([CH3:1])(=[O:4])=[O:3])[N:20]3[N:19]=2)[CH:32]=1, predict the reactants needed to synthesize it. The reactants are: [CH3:1][S:2]([N:5]([CH3:29])[C:6]1[CH:11]=[CH:10][CH:9]=[CH:8][C:7]=1[C:12]1[N:20]2[C:15]([CH:16]=[N:17][C:18](OS(C(F)(F)F)(=O)=O)=[N:19]2)=[CH:14][CH:13]=1)(=[O:4])=[O:3].[NH2:30][C:31]1[C:36]([O:37][CH3:38])=[CH:35][C:34]([N:39]2[CH2:44][CH2:43][N:42]([CH2:45][C@@H:46]([OH:48])[CH3:47])[CH2:41][CH2:40]2)=[C:33]([F:49])[CH:32]=1.C(N(CC)C(C)C)(C)C. (5) The reactants are: [OH:1][CH:2]1[CH2:5][N:4]([C:6]2[CH:11]=[CH:10][C:9]([N:12]3[CH2:16][C@H:15]([CH2:17][O:18][C:19]4[CH:23]=[CH:22][O:21][N:20]=4)[O:14][C:13]3=[O:24])=[CH:8][C:7]=2[F:25])[CH2:3]1.O. Given the product [O:1]=[C:2]1[CH2:5][N:4]([C:6]2[CH:11]=[CH:10][C:9]([N:12]3[CH2:16][C@H:15]([CH2:17][O:18][C:19]4[CH:23]=[CH:22][O:21][N:20]=4)[O:14][C:13]3=[O:24])=[CH:8][C:7]=2[F:25])[CH2:3]1, predict the reactants needed to synthesize it. (6) The reactants are: Br[C:2]1[CH:11]=[CH:10][C:5]([C:6]([O:8][CH3:9])=[O:7])=[C:4]([O:12][CH3:13])[CH:3]=1.[B:14]1([B:14]2[O:18][C:17]([CH3:20])([CH3:19])[C:16]([CH3:22])([CH3:21])[O:15]2)[O:18][C:17]([CH3:20])([CH3:19])[C:16]([CH3:22])([CH3:21])[O:15]1.C([O-])(=O)C.[K+]. Given the product [CH3:13][O:12][C:4]1[CH:3]=[C:2]([B:14]2[O:18][C:17]([CH3:20])([CH3:19])[C:16]([CH3:22])([CH3:21])[O:15]2)[CH:11]=[CH:10][C:5]=1[C:6]([O:8][CH3:9])=[O:7], predict the reactants needed to synthesize it. (7) The reactants are: Br[C:2]1[S:3][C:4]([C:7]2[CH:8]=[N:9][N:10]3[CH:15]=[CH:14][C:13]([N:16]4[CH2:20][CH2:19][CH2:18][C@@H:17]4[C:21]4[CH:26]=[C:25]([F:27])[CH:24]=[CH:23][C:22]=4[F:28])=[N:12][C:11]=23)=[N:5][N:6]=1.[NH:29]1[CH2:34][CH2:33][NH:32][CH2:31][CH2:30]1.CCN(C(C)C)C(C)C.O. Given the product [F:28][C:22]1[CH:23]=[CH:24][C:25]([F:27])=[CH:26][C:21]=1[C@H:17]1[CH2:18][CH2:19][CH2:20][N:16]1[C:13]1[CH:14]=[CH:15][N:10]2[N:9]=[CH:8][C:7]([C:4]3[S:3][C:2]([N:29]4[CH2:34][CH2:33][NH:32][CH2:31][CH2:30]4)=[N:6][N:5]=3)=[C:11]2[N:12]=1, predict the reactants needed to synthesize it.